Dataset: Full USPTO retrosynthesis dataset with 1.9M reactions from patents (1976-2016). Task: Predict the reactants needed to synthesize the given product. (1) Given the product [Cl:32][C:33]1[CH:38]=[C:37]([F:39])[CH:36]=[CH:35][C:34]=1[C@@H:40]([N:42]1[CH2:47][CH2:46][CH2:45][C@@H:44]([O:48][C:49]2[C:58]([CH:59]3[CH2:61][CH2:60]3)=[CH:57][C:52]([C:53]([OH:55])=[O:54])=[C:51]([F:62])[CH:50]=2)[CH2:43]1)[CH3:41], predict the reactants needed to synthesize it. The reactants are: C1(C2C(O[C@@H]3CCCN([C@H](C4C=C(Cl)C=C(Cl)C=4)C)C3)=CC(F)=C(C=2)C(OC)=O)CC1.[Cl:32][C:33]1[CH:38]=[C:37]([F:39])[CH:36]=[CH:35][C:34]=1[C@@H:40]([N:42]1[CH2:47][CH2:46][CH2:45][C@@H:44]([O:48][C:49]2[C:58]([CH:59]3[CH2:61][CH2:60]3)=[CH:57][C:52]([C:53]([O:55]C)=[O:54])=[C:51]([F:62])[CH:50]=2)[CH2:43]1)[CH3:41]. (2) The reactants are: [OH:1][C:2]1[CH:3]=[C:4]([CH:9]=[CH:10][C:11]=1[O:12][CH3:13])[C:5]([O:7][CH3:8])=[O:6].Cl[C:15]([CH3:19])([CH3:18])[C:16]#[CH:17].C(=O)([O-])[O-].[Cs+].[Cs+].CN(C=O)C. Given the product [CH3:18][C:15]([CH3:19])([O:1][C:2]1[CH:3]=[C:4]([CH:9]=[CH:10][C:11]=1[O:12][CH3:13])[C:5]([O:7][CH3:8])=[O:6])[C:16]#[CH:17], predict the reactants needed to synthesize it. (3) Given the product [N:48]12[CH2:53][CH2:52][CH:51]([CH2:50][CH2:49]1)[C@H:46]([NH:45][C:18]([C:16]1[CH:17]=[C:3]([O:2][CH3:1])[CH:4]=[C:5]3[O:9][C:8]([C:10]4[CH:11]=[CH:12][CH:13]=[CH:14][CH:15]=4)=[N:7][C:6]=13)=[O:20])[CH2:47]2, predict the reactants needed to synthesize it. The reactants are: [CH3:1][O:2][C:3]1[CH:4]=[C:5]2[O:9][C:8]([C:10]3[CH:15]=[CH:14][CH:13]=[CH:12][CH:11]=3)=[N:7][C:6]2=[C:16]([C:18]([OH:20])=O)[CH:17]=1.Cl.C(N=C=NCCCN(C)C)C.ON1C2C=CC=CC=2N=N1.Cl.Cl.[NH2:45][C@H:46]1[CH:51]2[CH2:52][CH2:53][N:48]([CH2:49][CH2:50]2)[CH2:47]1.C(N(CC)CC)C. (4) Given the product [Cl:6][C:7]1[CH:8]=[CH:9][C:10]([N:13]2[C:21]([C:22]3[CH:27]=[CH:26][CH:25]=[CH:24][C:23]=3[Cl:28])=[N:20][C:19]3[C:14]2=[N:15][CH:16]=[N:17][C:18]=3[N:29]2[CH2:34][CH2:33][C:32]([NH:38][CH2:39][CH3:40])([C:35]([NH2:37])=[O:36])[CH2:31][CH2:30]2)=[CH:11][CH:12]=1, predict the reactants needed to synthesize it. The reactants are: S(O)(O)(=O)=O.[Cl:6][C:7]1[CH:12]=[CH:11][C:10]([N:13]2[C:21]([C:22]3[CH:27]=[CH:26][CH:25]=[CH:24][C:23]=3[Cl:28])=[N:20][C:19]3[C:14]2=[N:15][CH:16]=[N:17][C:18]=3[N:29]2[CH2:34][CH2:33][C:32]([NH:38][CH2:39][CH3:40])([C:35]([NH2:37])=[O:36])[CH2:31][CH2:30]2)=[CH:9][CH:8]=1.C([O-])([O-])=O.[Na+].[Na+]. (5) Given the product [CH2:10]([O:17][N:18]=[CH:7][C:4]1[S:5][CH:6]=[C:2]([Br:1])[CH:3]=1)[C:11]1[CH:16]=[CH:15][CH:14]=[CH:13][CH:12]=1, predict the reactants needed to synthesize it. The reactants are: [Br:1][C:2]1[CH:3]=[C:4]([CH:7]=O)[S:5][CH:6]=1.Cl.[CH2:10]([O:17][NH2:18])[C:11]1[CH:16]=[CH:15][CH:14]=[CH:13][CH:12]=1.N1C=CC=CC=1. (6) Given the product [ClH:57].[ClH:57].[CH2:42]([N:32]1[C:33](=[O:41])[C:34]([CH3:40])([CH3:39])[C:35](=[O:38])[N:36]([CH3:37])[C:30]2[CH:29]=[C:28]([O:27][CH2:26][CH2:25][CH2:24][N:23]3[C:22]4[CH:21]=[CH:20][N:19]=[CH:18][C:17]=4[N:16]=[C:2]3[CH2:3][N:4]3[CH:9]=[CH:8][C:7]4[O:10][C:11]([CH3:13])=[CH:12][C:6]=4[C:5]3=[O:14])[CH:45]=[CH:44][C:31]1=2)[CH3:43], predict the reactants needed to synthesize it. The reactants are: O[CH:2](O)[CH2:3][N:4]1[CH:9]=[CH:8][C:7]2[O:10][C:11]([CH3:13])=[CH:12][C:6]=2[C:5]1=[O:14].[NH2:16][C:17]1[CH:18]=[N:19][CH:20]=[CH:21][C:22]=1[NH:23][CH2:24][CH2:25][CH2:26][O:27][C:28]1[CH:45]=[CH:44][C:31]2[N:32]([CH2:42][CH3:43])[C:33](=[O:41])[C:34]([CH3:40])([CH3:39])[C:35](=[O:38])[N:36]([CH3:37])[C:30]=2[CH:29]=1.S([O-])(O)=O.[Na+].C(OC(=O)C)C.[ClH:57]. (7) Given the product [Cl:1][C:2]1[CH:7]=[N:6][N:5]([CH3:9])[C:4](=[O:8])[CH:3]=1, predict the reactants needed to synthesize it. The reactants are: [Cl:1][C:2]1[CH:7]=[N:6][NH:5][C:4](=[O:8])[CH:3]=1.[CH3:9][Si](C=[N+]=[N-])(C)C. (8) Given the product [N+:8]([C:3]1[CH:4]=[N:5][CH:6]=[CH:7][C:2]=1[C:14]1[CH:15]=[C:16]([CH:20]=[CH:21][CH:22]=1)[C:17]([OH:19])=[O:18])([O-:10])=[O:9], predict the reactants needed to synthesize it. The reactants are: Cl[C:2]1[CH:7]=[CH:6][N:5]=[CH:4][C:3]=1[N+:8]([O-:10])=[O:9].B([C:14]1[CH:15]=[C:16]([CH:20]=[CH:21][CH:22]=1)[C:17]([OH:19])=[O:18])(O)O.C(=O)([O-])[O-].[K+].[K+]. (9) Given the product [C:37]1([C@H:2]([C@H:3]2[CH2:7][CH2:6][C@@H:5]([CH2:8][C:9]3[CH:14]=[CH:13][C:12]([C:15]([N:17]4[CH2:18][CH2:19][N:20]([CH2:23][C:24]5[CH:29]=[CH:28][CH:27]=[CH:26][N:25]=5)[CH2:21][CH2:22]4)=[O:16])=[CH:11][CH:10]=3)[NH:4]2)[OH:1])[CH:42]=[CH:41][CH:40]=[CH:39][CH:38]=1, predict the reactants needed to synthesize it. The reactants are: [OH:1][C@H:2]([C:37]1[CH:42]=[CH:41][CH:40]=[CH:39][CH:38]=1)[C@H:3]1[CH2:7][CH2:6][C@@H:5]([CH2:8][C:9]2[CH:14]=[CH:13][C:12]([C:15]([N:17]3[CH2:22][CH2:21][N:20]([CH2:23][C:24]4[CH:29]=[CH:28][CH:27]=[CH:26][N:25]=4)[CH2:19][CH2:18]3)=[O:16])=[CH:11][CH:10]=2)[N:4]1C(OC(C)(C)C)=O.FC(F)(F)C(O)=O. (10) Given the product [NH:24]1[C:32]2=[N:31][CH:30]=[CH:29][CH:28]=[C:27]2[C:26]([CH:33]=[C:15]2[O:14][C:13]([NH:12][C:3]3[CH:4]=[CH:5][C:6]([O:8][CH2:9][CH2:10][OH:11])=[CH:7][C:2]=3[F:1])=[C:17]([C:18]([O:20][CH2:21][CH3:22])=[O:19])[C:16]2=[O:23])=[CH:25]1, predict the reactants needed to synthesize it. The reactants are: [F:1][C:2]1[CH:7]=[C:6]([O:8][CH2:9][CH2:10][OH:11])[CH:5]=[CH:4][C:3]=1[NH:12][C:13]1[O:14][CH2:15][C:16](=[O:23])[C:17]=1[C:18]([O:20][CH2:21][CH3:22])=[O:19].[NH:24]1[C:32]2[C:27](=[CH:28][CH:29]=[CH:30][N:31]=2)[C:26]([CH:33]=O)=[CH:25]1.[OH-].[Na+].